Dataset: Full USPTO retrosynthesis dataset with 1.9M reactions from patents (1976-2016). Task: Predict the reactants needed to synthesize the given product. (1) Given the product [F:41][C:42]1[CH:43]=[CH:44][C:45]([OH:77])=[C:46]([C:48]2[N:57]=[C:56]([NH:58][C@H:59]3[CH2:60][C@H:61]([CH2:71][OH:72])[NH:62][CH2:63]3)[C:55]3[C:50](=[CH:51][C:52]([O:75][CH3:76])=[CH:53][CH:54]=3)[N:49]=2)[CH:47]=1, predict the reactants needed to synthesize it. The reactants are: NC1C=C(OC)C=CC=1C(O)=O.COC([C@H]1C[C@H](N)CN1C(OC(C)(C)C)=O)=O.FC1C=CC(O)=C(B(O)O)C=1.[F:41][C:42]1[CH:43]=[CH:44][C:45]([OH:77])=[C:46]([C:48]2[N:57]=[C:56]([NH:58][C@@H:59]3[CH2:63][N:62](C(OC(C)(C)C)=O)[C@@H:61]([C:71](OC)=[O:72])[CH2:60]3)[C:55]3[C:50](=[CH:51][C:52]([O:75][CH3:76])=[CH:53][CH:54]=3)[N:49]=2)[CH:47]=1. (2) The reactants are: C([O:4][C:5]1[CH:10]=[CH:9][C:8](/[CH:11]=[CH:12]/[CH:13]=[CH:14]/[C:15]([O:17]C)=[O:16])=[CH:7][C:6]=1[O:19][CH3:20])(=O)C.[OH-].[Na+].O.Cl. Given the product [OH:4][C:5]1[CH:10]=[CH:9][C:8](/[CH:11]=[CH:12]/[CH:13]=[CH:14]/[C:15]([OH:17])=[O:16])=[CH:7][C:6]=1[O:19][CH3:20], predict the reactants needed to synthesize it. (3) The reactants are: C(OC(=O)[NH:7][CH2:8][CH2:9][CH2:10][N:11]1[C:20]2[CH:19]=[CH:18][C:17]([NH2:21])=[CH:16][C:15]=2[C:14]2=[N:22][N:23](C3CCCCO3)[C:24]([CH3:25])=[C:13]2[C:12]1=[O:32])(C)(C)C.Cl. Given the product [NH2:21][C:17]1[CH:18]=[CH:19][C:20]2[N:11]([CH2:10][CH2:9][CH2:8][NH2:7])[C:12](=[O:32])[C:13]3=[C:24]([CH3:25])[NH:23][N:22]=[C:14]3[C:15]=2[CH:16]=1, predict the reactants needed to synthesize it. (4) Given the product [C:1]1([S:7]([CH2:10][C:11]2[CH:18]=[CH:17][CH:16]=[CH:15][C:12]=2[CH2:13][N:22]2[CH2:21][CH2:20][N:19]([CH2:25][C:26]([O:28][CH2:29][CH3:30])=[O:27])[CH2:24][CH2:23]2)(=[O:9])=[O:8])[CH:6]=[CH:5][CH:4]=[CH:3][CH:2]=1, predict the reactants needed to synthesize it. The reactants are: [C:1]1([S:7]([CH2:10][C:11]2[CH:18]=[CH:17][CH:16]=[CH:15][C:12]=2[CH2:13]Br)(=[O:9])=[O:8])[CH:6]=[CH:5][CH:4]=[CH:3][CH:2]=1.[N:19]1([CH2:25][C:26]([O:28][CH2:29][CH3:30])=[O:27])[CH2:24][CH2:23][NH:22][CH2:21][CH2:20]1.C([O-])([O-])=O.[K+].[K+].C1COCC1. (5) Given the product [Br:1][C:2]1[CH:14]=[C:13]2[C:5]([C:6]3[CH:7]=[CH:8][C:9]([N:23]4[CH2:35][CH2:34][CH2:33][CH2:32][CH2:31]4)=[CH:10][C:11]=3[C:12]2([CH2:19][CH2:20][CH2:21][CH3:22])[CH2:15][CH2:16][CH2:17][CH3:18])=[CH:4][CH:3]=1, predict the reactants needed to synthesize it. The reactants are: [Br:1][C:2]1[CH:14]=[C:13]2[C:5]([C:6]3[CH:7]=[CH:8][C:9]([NH2:23])=[CH:10][C:11]=3[C:12]2([CH2:19][CH2:20][CH2:21][CH3:22])[CH2:15][CH2:16][CH2:17][CH3:18])=[CH:4][CH:3]=1.C(=O)([O-])[O-].[K+].[K+].I[CH2:31][CH2:32][CH2:33][CH2:34][CH2:35]I. (6) Given the product [Cl:16][C:17]1[N:25]=[CH:24][N:23]=[C:22]2[C:18]=1[N:19]=[C:20]([S:28][CH3:27])[N:21]2[CH3:26], predict the reactants needed to synthesize it. The reactants are: C(NC1CCCCC1)(C)C.[Li]CCCC.[Cl:16][C:17]1[N:25]=[CH:24][N:23]=[C:22]2[C:18]=1[N:19]=[CH:20][N:21]2[CH3:26].[CH3:27][S:28](=O)(SC)=O.[NH4+].[Cl-].